This data is from Full USPTO retrosynthesis dataset with 1.9M reactions from patents (1976-2016). The task is: Predict the reactants needed to synthesize the given product. (1) Given the product [NH3:1].[CH2:18]([O:25][C:26]1[CH:31]=[CH:30][C:29]([C@@H:32]([O:35][Si:36]([C:39]([CH3:41])([CH3:40])[CH3:42])([CH3:37])[CH3:38])[CH2:33][NH:1][C@H:2]([CH3:17])[CH2:3][C:4]2[CH:5]=[C:6]3[C:10](=[CH:11][CH:12]=2)[NH:9][C:8]([C:13]([O:15][CH3:16])=[O:14])=[CH:7]3)=[CH:28][C:27]=1[CH2:43][OH:44])[C:19]1[CH:20]=[CH:21][CH:22]=[CH:23][CH:24]=1, predict the reactants needed to synthesize it. The reactants are: [NH2:1][C@H:2]([CH3:17])[CH2:3][C:4]1[CH:5]=[C:6]2[C:10](=[CH:11][CH:12]=1)[NH:9][C:8]([C:13]([O:15][CH3:16])=[O:14])=[CH:7]2.[CH2:18]([O:25][C:26]1[CH:31]=[CH:30][C:29]([C@@H:32]([O:35][Si:36]([C:39]([CH3:42])([CH3:41])[CH3:40])([CH3:38])[CH3:37])[CH2:33]Br)=[CH:28][C:27]=1[CH2:43][OH:44])[C:19]1[CH:24]=[CH:23][CH:22]=[CH:21][CH:20]=1. (2) Given the product [ClH:39].[Br:1][C:2]1[CH:3]=[C:4]([S:17]([N:20]2[CH2:21][CH2:22][NH:23][CH2:24][CH2:25]2)(=[O:18])=[O:19])[CH:5]=[C:6]([O:8][C:9]2[CH:14]=[C:13]([CH3:15])[CH:12]=[C:11]([CH3:16])[CH:10]=2)[CH:7]=1, predict the reactants needed to synthesize it. The reactants are: [Br:1][C:2]1[CH:3]=[C:4]([S:17]([N:20]2[CH2:25][CH2:24][N:23](C(OC(C)(C)C)=O)[CH2:22][CH2:21]2)(=[O:19])=[O:18])[CH:5]=[C:6]([O:8][C:9]2[CH:14]=[C:13]([CH3:15])[CH:12]=[C:11]([CH3:16])[CH:10]=2)[CH:7]=1.O1CCOCC1.[ClH:39]. (3) Given the product [CH:1]1(/[C:7](/[CH2:11][CH3:12])=[CH:8]/[CH:9]=[O:10])[CH2:6][CH2:5][CH2:4][CH2:3][CH2:2]1, predict the reactants needed to synthesize it. The reactants are: [CH:1]1(/[C:7](/[CH2:11][CH3:12])=[CH:8]/[CH2:9][OH:10])[CH2:6][CH2:5][CH2:4][CH2:3][CH2:2]1.CC(OI1(OC(C)=O)(OC(C)=O)OC(=O)C2C=CC=CC1=2)=O.C([O-])(O)=O.[Na+].[O-]S([O-])(=S)=O.[Na+].[Na+]. (4) Given the product [CH3:20][C:2]([CH3:21])([CH3:1])[C:3]([C:5]1[N:9]([CH2:10][C:11]([N:35]([CH2:36][CH2:37][CH3:38])[CH2:32][CH2:33][CH3:34])=[O:12])[C:8]2[CH:14]=[CH:15][C:16]([O:18][CH3:19])=[CH:17][C:7]=2[N:6]=1)=[O:4], predict the reactants needed to synthesize it. The reactants are: [CH3:1][C:2]([CH3:21])([CH3:20])[C:3]([C:5]1[N:9]([CH2:10][C:11](O)=[O:12])[C:8]2[CH:14]=[CH:15][C:16]([O:18][CH3:19])=[CH:17][C:7]=2[N:6]=1)=[O:4].C1C=CC2N(O)N=NC=2C=1.[CH2:32]([NH:35][CH2:36][CH2:37][CH3:38])[CH2:33][CH3:34].CCN(C(C)C)C(C)C. (5) Given the product [Br:1][C:2]1[N:6]([CH3:7])[N:5]=[CH:4][C:3]=1[C:8]1[N:9]=[C:10]([CH3:18])[N:11]2[C:16]=1[C:15]([Cl:21])=[N:14][CH:13]=[N:12]2, predict the reactants needed to synthesize it. The reactants are: [Br:1][C:2]1[N:6]([CH3:7])[N:5]=[CH:4][C:3]=1[C:8]1[N:9]=[C:10]([CH3:18])[N:11]2[C:16]=1[C:15](=O)[NH:14][CH:13]=[N:12]2.P(Cl)(Cl)([Cl:21])=O.C(N(CC)C(C)C)(C)C.C(N(CC)CC)C. (6) Given the product [CH3:19][O:18][C:15]1[CH:14]=[CH:13][C:12]([CH2:11][N:8]2[C:5]3=[N:6][CH:7]=[C:2]([C:33]4[CH:38]=[CH:37][CH:36]=[CH:35][CH:34]=4)[C:3]([N:20]4[CH2:21][CH2:22][N:23]([C:26]([O:28][C:29]([CH3:31])([CH3:30])[CH3:32])=[O:27])[CH2:24][CH2:25]4)=[C:4]3[CH:10]=[N:9]2)=[CH:17][CH:16]=1, predict the reactants needed to synthesize it. The reactants are: Br[C:2]1[C:3]([N:20]2[CH2:25][CH2:24][N:23]([C:26]([O:28][C:29]([CH3:32])([CH3:31])[CH3:30])=[O:27])[CH2:22][CH2:21]2)=[C:4]2[CH:10]=[N:9][N:8]([CH2:11][C:12]3[CH:17]=[CH:16][C:15]([O:18][CH3:19])=[CH:14][CH:13]=3)[C:5]2=[N:6][CH:7]=1.[C:33]1(B(O)O)[CH:38]=[CH:37][CH:36]=[CH:35][CH:34]=1.C([O-])([O-])=O.[Cs+].[Cs+].